Dataset: Peptide-MHC class II binding affinity with 134,281 pairs from IEDB. Task: Regression. Given a peptide amino acid sequence and an MHC pseudo amino acid sequence, predict their binding affinity value. This is MHC class II binding data. (1) The peptide sequence is GRDGVVRVWDVKNAE. The MHC is DRB1_0101 with pseudo-sequence DRB1_0101. The binding affinity (normalized) is 0.296. (2) The peptide sequence is DKLSVRVVYSTMDVN. The MHC is H-2-IAb with pseudo-sequence YSYFLASGGQVVHVLYFGYTYHDIRTETVHGPHT. The binding affinity (normalized) is 0.383. (3) The peptide sequence is KLNNQFGSVPALTIA. The MHC is DRB5_0101 with pseudo-sequence DRB5_0101. The binding affinity (normalized) is 0.833. (4) The peptide sequence is LGFLQRSSNFQCQKL. The MHC is DRB1_1101 with pseudo-sequence DRB1_1101. The binding affinity (normalized) is 0.196.